This data is from Reaction yield outcomes from USPTO patents with 853,638 reactions. The task is: Predict the reaction yield, written as a fraction of the theoretical maximum amount of product (1.0 means a 100% yield; for example, 0.34 means a 34% yield). (1) The reactants are [C:1]([O:9]CC)(=O)[CH2:2][C:3]([O:5][CH2:6][CH3:7])=[O:4].[H-].[Na+].[H][H].[CH2:16]([N:23]1[C:28]2[CH:29]=[CH:30][C:31]([F:33])=[CH:32][C:27]=2[C:26](=O)[O:25]C1=O)[C:17]1[CH:22]=[CH:21][CH:20]=[CH:19][CH:18]=1.Cl. The catalyst is CC(N(C)C)=O. The product is [CH2:6]([O:5][C:3]([C:2]1[C:1](=[O:9])[N:23]([CH2:16][C:17]2[CH:18]=[CH:19][CH:20]=[CH:21][CH:22]=2)[C:28]2[C:27]([C:26]=1[OH:25])=[CH:32][C:31]([F:33])=[CH:30][CH:29]=2)=[O:4])[CH3:7]. The yield is 0.640. (2) The reactants are [F:1][C:2]([F:12])([F:11])[C:3]1[CH:4]=[C:5]([NH:9][NH2:10])[CH:6]=[CH:7][CH:8]=1.[C:13](OCC)(=[O:20])[CH2:14][C:15](OCC)=[O:16].[O-]CC.[Na+]. The catalyst is C(O)C. The product is [F:1][C:2]([F:11])([F:12])[C:3]1[CH:4]=[C:5]([N:9]2[C:15](=[O:16])[CH2:14][C:13](=[O:20])[NH:10]2)[CH:6]=[CH:7][CH:8]=1. The yield is 0.530. (3) The reactants are [Br:1][C:2]1[CH:13]=[CH:12][C:5]2[NH:6]C(=O)[O:8][C:9](=O)[C:4]=2[CH:3]=1.[NH4+:14].[OH-]. No catalyst specified. The product is [NH2:6][C:5]1[CH:12]=[CH:13][C:2]([Br:1])=[CH:3][C:4]=1[C:9]([NH2:14])=[O:8]. The yield is 0.712. (4) The reactants are [CH3:1][O:2][C:3](=[O:26])[CH2:4][C:5]1[C:14]([CH3:15])=[C:13](B2OC(C)(C)C(C)(C)O2)[C:12]2[C:7](=[CH:8][CH:9]=[C:10]([F:25])[CH:11]=2)[CH:6]=1.Br[C:28]1[CH:33]=[CH:32][C:31]([S:34][C:35]2[C:40]([F:41])=[CH:39][CH:38]=[CH:37][C:36]=2[F:42])=[CH:30][CH:29]=1.C(=O)([O-])[O-].[Na+].[Na+].O. The catalyst is C(COC)OC.C1C=CC([P]([Pd]([P](C2C=CC=CC=2)(C2C=CC=CC=2)C2C=CC=CC=2)([P](C2C=CC=CC=2)(C2C=CC=CC=2)C2C=CC=CC=2)[P](C2C=CC=CC=2)(C2C=CC=CC=2)C2C=CC=CC=2)(C2C=CC=CC=2)C2C=CC=CC=2)=CC=1. The product is [CH3:1][O:2][C:3](=[O:26])[CH2:4][C:5]1[C:14]([CH3:15])=[C:13]([C:28]2[CH:33]=[CH:32][C:31]([S:34][C:35]3[C:40]([F:41])=[CH:39][CH:38]=[CH:37][C:36]=3[F:42])=[CH:30][CH:29]=2)[C:12]2[C:7](=[CH:8][CH:9]=[C:10]([F:25])[CH:11]=2)[CH:6]=1. The yield is 0.210. (5) The reactants are [NH2:1][C@@H:2]([CH2:20][C:21]1[CH:26]=[CH:25][C:24]([C:27]([F:30])([F:29])[F:28])=[CH:23][CH:22]=1)[CH2:3][NH:4][C:5]1[S:6][C:7]([C:10]2[CH:11]=[C:12]3[C:16](=[CH:17][CH:18]=2)[NH:15][C:14](=[O:19])[CH2:13]3)=[CH:8][N:9]=1.N1C=CC=CC=1.[C:37](OC(=O)C)(=[O:39])[CH3:38]. The catalyst is C(Cl)Cl. The product is [O:19]=[C:14]1[CH2:13][C:12]2[C:16](=[CH:17][CH:18]=[C:10]([C:7]3[S:6][C:5]([NH:4][CH2:3][C@@H:2]([NH:1][C:37](=[O:39])[CH3:38])[CH2:20][C:21]4[CH:22]=[CH:23][C:24]([C:27]([F:28])([F:29])[F:30])=[CH:25][CH:26]=4)=[N:9][CH:8]=3)[CH:11]=2)[NH:15]1. The yield is 0.790. (6) The reactants are Cl[C:2]1[C:10]2[C:9]3[CH2:11][NH:12][CH2:13][CH2:14][C:8]=3[NH:7][C:6]=2[N:5]=[CH:4][CH:3]=1.[CH2:15]([NH2:22])[C:16]1[CH:21]=[CH:20][CH:19]=[CH:18][CH:17]=1.CC(C1C=C(C(C)C)C(C2C=CC=CC=2P(C2CCCCC2)C2CCCCC2)=C(C(C)C)C=1)C.[OH-].[K+]. The catalyst is C(O)(C)(C)C.CCOC(C)=O.O.CC([O-])=O.CC([O-])=O.[Pd+2]. The product is [CH2:15]([NH:22][C:2]1[C:10]2[C:9]3[CH2:11][NH:12][CH2:13][CH2:14][C:8]=3[NH:7][C:6]=2[N:5]=[CH:4][CH:3]=1)[C:16]1[CH:21]=[CH:20][CH:19]=[CH:18][CH:17]=1. The yield is 0.0900. (7) The reactants are C(Cl)(=O)C(Cl)=O.[C:7]1([CH3:16])[CH:12]=[CH:11][CH:10]=[C:9]([C:13]([OH:15])=O)[CH:8]=1.[N:17]1[CH:22]=[CH:21][C:20]([C:23]2[N:24]=[C:25]([NH2:28])[S:26][CH:27]=2)=[CH:19][CH:18]=1. The catalyst is CN(C=O)C.C(Cl)Cl. The product is [CH3:16][C:7]1[CH:8]=[C:9]([CH:10]=[CH:11][CH:12]=1)[C:13]([NH:28][C:25]1[S:26][CH:27]=[C:23]([C:20]2[CH:21]=[CH:22][N:17]=[CH:18][CH:19]=2)[N:24]=1)=[O:15]. The yield is 0.190. (8) The reactants are [NH3:1].[CH:2]1([CH2:8][C:9](Cl)=[O:10])[CH2:7][CH2:6][CH2:5][CH2:4][CH2:3]1. The catalyst is C(Cl)(Cl)Cl. The product is [CH:2]1([CH2:8][C:9]([NH2:1])=[O:10])[CH2:7][CH2:6][CH2:5][CH2:4][CH2:3]1. The yield is 0.878.